From a dataset of Full USPTO retrosynthesis dataset with 1.9M reactions from patents (1976-2016). Predict the reactants needed to synthesize the given product. The reactants are: [OH:1][C:2]1[N:3]=[CH:4][C:5]([C:8]([O:10][CH3:11])=[O:9])=[N:6][CH:7]=1.[Br:12]Br. Given the product [CH3:11][O:10][C:8]([C:5]1[CH:4]=[N:3][C:2]([OH:1])=[C:7]([Br:12])[N:6]=1)=[O:9], predict the reactants needed to synthesize it.